Dataset: Full USPTO retrosynthesis dataset with 1.9M reactions from patents (1976-2016). Task: Predict the reactants needed to synthesize the given product. (1) Given the product [NH2:23][C@H:20]1[CH2:21][CH2:22][C@H:17]([NH:16][C:15]2[C:14]3[C:9](=[CH:10][CH:11]=[C:12]([C:31]4[CH:36]=[C:35]([Cl:37])[C:34]([OH:38])=[CH:33][C:32]=4[Cl:39])[CH:13]=3)[N:8]=[CH:7][C:6]=2[C:4]([CH:1]2[CH2:2][CH2:3]2)=[O:5])[CH2:18][CH2:19]1, predict the reactants needed to synthesize it. The reactants are: [CH:1]1([C:4]([C:6]2[CH:7]=[N:8][C:9]3[C:14]([C:15]=2[NH:16][C@H:17]2[CH2:22][CH2:21][C@H:20]([NH:23]C(=O)OC(C)(C)C)[CH2:19][CH2:18]2)=[CH:13][C:12]([C:31]2[CH:36]=[C:35]([Cl:37])[C:34]([OH:38])=[CH:33][C:32]=2[Cl:39])=[CH:11][CH:10]=3)=[O:5])[CH2:3][CH2:2]1.C(O)(C(F)(F)F)=O. (2) Given the product [F:4][CH:5]([F:8])[C:6]1[O:16][CH2:15][CH:13]([C:12]([O:11][CH3:10])=[O:17])[N:7]=1, predict the reactants needed to synthesize it. The reactants are: C[O-].[Na+].[F:4][CH:5]([F:8])[C:6]#[N:7].Cl.[CH3:10][O:11][C:12](=[O:17])[CH:13]([CH2:15][OH:16])N. (3) Given the product [O:11]1[CH:15]=[CH:14][C:13]([CH:16]=[CH:1][C:2]([C:4]2[CH:9]=[CH:8][C:7]([I:10])=[CH:6][CH:5]=2)=[O:3])=[CH:12]1, predict the reactants needed to synthesize it. The reactants are: [CH3:1][C:2]([C:4]1[CH:9]=[CH:8][C:7]([I:10])=[CH:6][CH:5]=1)=[O:3].[O:11]1[CH:15]=[CH:14][C:13]([CH:16]=O)=[CH:12]1.[OH-].[K+].